This data is from hERG potassium channel inhibition data for cardiac toxicity prediction from Karim et al.. The task is: Regression/Classification. Given a drug SMILES string, predict its toxicity properties. Task type varies by dataset: regression for continuous values (e.g., LD50, hERG inhibition percentage) or binary classification for toxic/non-toxic outcomes (e.g., AMES mutagenicity, cardiotoxicity, hepatotoxicity). Dataset: herg_karim. (1) The drug is CN(CCOc1ccc([N+](=O)[O-])cc1)Cc1ccc([N+](=O)[O-])cc1. The result is 1 (blocker). (2) The molecule is Cc1ncccc1-c1nnc(SCCCN2CC[C@]3(C[C@@H]3c3ccc(C(F)(F)F)cc3)C2)n1C. The result is 1 (blocker). (3) The drug is Cc1cc[n+]([O-])c(C)c1C(=O)N1CCC(C)(N2CCC(N(Cc3ccccc3)c3ccccc3)CC2)CC1. The result is 1 (blocker). (4) The molecule is CC(C)(C)CNc1nc(C#N)nc(N2CCOCC2)c1N. The result is 0 (non-blocker). (5) The result is 1 (blocker). The molecule is CN1CCC(COCc2cc(C(F)(F)F)cc(N3CCC(C#N)CC3)n2)(c2ccc(F)cc2)CC1. (6) The molecule is O=S(=O)(Nc1cscn1)c1cc(Cl)c(OCC2NCCC=C2c2ccc(F)cc2)cc1F. The result is 0 (non-blocker).